From a dataset of Forward reaction prediction with 1.9M reactions from USPTO patents (1976-2016). Predict the product of the given reaction. (1) Given the reactants [CH:1]1[CH:6]=[CH:5][C:4]([CH2:7][O:8][C:9]([NH:11][CH2:12][C:13]([OH:15])=O)=[O:10])=[CH:3][CH:2]=1.[C:16]([O:20][C:21]([N:23]1[CH2:28][CH2:27][NH:26][CH2:25][CH2:24]1)=[O:22])([CH3:19])([CH3:18])[CH3:17], predict the reaction product. The product is: [C:16]([O:20][C:21]([N:23]1[CH2:28][CH2:27][N:26]([C:13](=[O:15])[CH2:12][NH:11][C:9]([O:8][CH2:7][C:4]2[CH:3]=[CH:2][CH:1]=[CH:6][CH:5]=2)=[O:10])[CH2:25][CH2:24]1)=[O:22])([CH3:19])([CH3:17])[CH3:18]. (2) Given the reactants [NH2:1][C:2]1[NH:3][C:4](=[O:32])[C:5]2[N:6]=[CH:7][N:8]([C@@H:11]3[O:15][C@H:14]([CH2:16][CH:17]([P:26](=[O:29])([OH:28])[OH:27])S(C4C=CC=CC=4)=O)[C@@H:13]([F:30])[C@H:12]3[OH:31])[C:9]=2[N:10]=1.C(N(CCCC)CCCC)CCC.C[Si](Cl)(C)C, predict the reaction product. The product is: [NH2:1][C:2]1[NH:3][C:4](=[O:32])[C:5]2[N:6]=[CH:7][N:8]([C@@H:11]3[O:15][C@H:14](/[CH:16]=[CH:17]/[P:26](=[O:27])([OH:29])[OH:28])[C@@H:13]([F:30])[C@H:12]3[OH:31])[C:9]=2[N:10]=1. (3) Given the reactants [C:1]1([N:7]2[C:11]3[C:12]([C:16]#[N:17])=[CH:13][CH:14]=[CH:15][C:10]=3[N:9]=[C:8]2[C@@H:18]([NH:20][C:21]2[N:29]=[CH:28][N:27]=[C:26]3[C:22]=2[N:23]=[CH:24][NH:25]3)[CH3:19])[CH:6]=[CH:5][CH:4]=[CH:3][CH:2]=1.C([O-])([O-])=[O:31].[K+].[K+].OO, predict the reaction product. The product is: [C:1]1([N:7]2[C:11]3[C:12]([C:16]([NH2:17])=[O:31])=[CH:13][CH:14]=[CH:15][C:10]=3[N:9]=[C:8]2[C@@H:18]([NH:20][C:21]2[N:29]=[CH:28][N:27]=[C:26]3[C:22]=2[N:23]=[CH:24][NH:25]3)[CH3:19])[CH:2]=[CH:3][CH:4]=[CH:5][CH:6]=1. (4) Given the reactants [NH:1]1[CH2:6][CH:5]=[CH:4][CH2:3][CH2:2]1.[C:7](O[C:7]([O:9][C:10]([CH3:13])([CH3:12])[CH3:11])=[O:8])([O:9][C:10]([CH3:13])([CH3:12])[CH3:11])=[O:8], predict the reaction product. The product is: [N:1]1([C:7]([O:9][C:10]([CH3:13])([CH3:12])[CH3:11])=[O:8])[CH2:2][CH:3]=[CH:4][CH2:5][CH2:6]1. (5) Given the reactants [H-].[Na+].[C:3]([O:9][CH2:10][CH3:11])(=[O:8])[CH2:4][C:5]([CH3:7])=[O:6].[N+:12]([C:15]1[CH:16]=[C:17]([CH:20]=[CH:21][CH:22]=1)[CH2:18]Br)([O-:14])=[O:13].[NH4+].[Cl-], predict the reaction product. The product is: [N+:12]([C:15]1[CH:16]=[C:17]([CH:20]=[CH:21][CH:22]=1)[CH2:18][CH:4]([C:5]([CH3:7])=[O:6])[C:3]([O:9][CH2:10][CH3:11])=[O:8])([O-:14])=[O:13].